From a dataset of Catalyst prediction with 721,799 reactions and 888 catalyst types from USPTO. Predict which catalyst facilitates the given reaction. (1) The catalyst class is: 93. Product: [C:22](=[O:23])([O:24][CH:25]([CH3:27])[CH3:26])[O:10][C:8]1[CH:9]=[C:2]([F:1])[C:3]([CH:4]=[O:5])=[C:6]([F:11])[CH:7]=1. Reactant: [F:1][C:2]1[CH:9]=[C:8]([OH:10])[CH:7]=[C:6]([F:11])[C:3]=1[CH:4]=[O:5].C(Cl)Cl.N1C=CC=CC=1.Cl[C:22]([O:24][CH:25]([CH3:27])[CH3:26])=[O:23]. (2) Reactant: [Cl:1][C:2]1[CH:7]=[CH:6][CH:5]=[C:4]([F:8])[C:3]=1[CH2:9][C:10]([NH:12][C@@H:13]1[CH2:18][CH2:17][C@H:16]([N:19]2[CH:23]=[C:22]([C:24](O)=[O:25])[N:21]=[N:20]2)[CH2:15][CH2:14]1)=[O:11].[NH:27]1[CH2:32][CH2:31][CH2:30][CH2:29][CH2:28]1.CN(C(ON1N=NC2C=CC=CC1=2)=[N+](C)C)C.[B-](F)(F)(F)F.CCN(C(C)C)C(C)C. Product: [Cl:1][C:2]1[CH:7]=[CH:6][CH:5]=[C:4]([F:8])[C:3]=1[CH2:9][C:10]([NH:12][C@H:13]1[CH2:14][CH2:15][C@@H:16]([N:19]2[CH:23]=[C:22]([C:24]([N:27]3[CH2:32][CH2:31][CH2:30][CH2:29][CH2:28]3)=[O:25])[N:21]=[N:20]2)[CH2:17][CH2:18]1)=[O:11]. The catalyst class is: 3. (3) Reactant: C1COCC1.CC1(C)[O:11][CH:10]([CH2:12][O:13][C:14]2[CH:15]=[CH:16][C:17]3[C:29](=[O:30])[C:28]4[C:27]5[C:22](=[CH:23][C:24]([C:31]#[N:32])=[CH:25][CH:26]=5)[NH:21][C:20]=4[C:19]([CH3:34])([CH3:33])[C:18]=3[CH:35]=2)[CH2:9][O:8]1.C12(CS(O)(=O)=O)C(C)(C)C(CC1)CC2=O. Product: [OH:11][C@H:10]([CH2:9][OH:8])[CH2:12][O:13][C:14]1[CH:15]=[CH:16][C:17]2[C:29](=[O:30])[C:28]3[C:27]4[C:22](=[CH:23][C:24]([C:31]#[N:32])=[CH:25][CH:26]=4)[NH:21][C:20]=3[C:19]([CH3:34])([CH3:33])[C:18]=2[CH:35]=1. The catalyst class is: 6. (4) Reactant: [ClH:1].C(OC(=O)[NH:8][C@H:9]([C:11]1[CH:16]=[CH:15][C:14]([CH:17]2[CH2:22][CH2:21][N:20]([C:23]3[CH:28]=[CH:27][C:26]([O:29][CH2:30][CH3:31])=[CH:25][CH:24]=3)[CH2:19][CH2:18]2)=[CH:13][CH:12]=1)[CH3:10])(C)(C)C. Product: [ClH:1].[ClH:1].[CH2:30]([O:29][C:26]1[CH:25]=[CH:24][C:23]([N:20]2[CH2:19][CH2:18][CH:17]([C:14]3[CH:13]=[CH:12][C:11]([C@@H:9]([NH2:8])[CH3:10])=[CH:16][CH:15]=3)[CH2:22][CH2:21]2)=[CH:28][CH:27]=1)[CH3:31]. The catalyst class is: 138. (5) Reactant: [Br:1][C:2]1[CH:3]=[N:4][C:5]2[C:10]([CH:11]=1)=[CH:9][CH:8]=[C:7]([O:12][CH3:13])[CH:6]=2.C1C=C(Cl)C=C(C(OO)=[O:22])C=1.[O-]S([O-])=O.[Na+].[Na+]. Product: [Br:1][C:2]1[CH:3]=[N+:4]([O-:22])[C:5]2[C:10]([CH:11]=1)=[CH:9][CH:8]=[C:7]([O:12][CH3:13])[CH:6]=2. The catalyst class is: 2. (6) Reactant: [F:1][C:2]([F:8])([F:7])[CH2:3][C:4](O)=[O:5].Cl.C(N=C=NCCCN(C)C)C.ON1C2N=CC=CC=2N=N1.[NH2:31][C:32]1([C:35]([NH:37][C@@H:38]([C:40]2[CH:45]=[CH:44][C:43]([C:46]3[C:47]([C:53]([OH:55])=[O:54])=[C:48]([F:52])[CH:49]=[CH:50][CH:51]=3)=[CH:42][CH:41]=2)[CH3:39])=[O:36])[CH2:34][CH2:33]1.C(N(CC)C(C)C)(C)C. Product: [F:52][C:48]1[CH:49]=[CH:50][CH:51]=[C:46]([C:43]2[CH:42]=[CH:41][C:40]([C@H:38]([NH:37][C:35]([C:32]3([NH:31][C:4](=[O:5])[CH2:3][C:2]([F:8])([F:7])[F:1])[CH2:34][CH2:33]3)=[O:36])[CH3:39])=[CH:45][CH:44]=2)[C:47]=1[C:53]([OH:55])=[O:54]. The catalyst class is: 2. (7) Reactant: [CH2:1](N(C(C)C)C(C)C)C.[F:10][C:11]1[CH:16]=[CH:15][C:14]([C:17]2[O:40][C:20]3=[N:21][C:22]([NH:34][CH2:35][C:36]([F:39])([F:38])[F:37])=[C:23]([C:25]4[CH:26]=[C:27]([CH:31]=[CH:32][CH:33]=4)[C:28](O)=[O:29])[CH:24]=[C:19]3[C:18]=2[C:41](=[O:44])[NH:42][CH3:43])=[CH:13][CH:12]=1.CN(C([O:52][N:53]1N=[N:60][C:55]2[CH:56]=[CH:57][CH:58]=[N:59][C:54]1=2)=[N+](C)C)C.F[P-](F)(F)(F)(F)F.O1C=NC(CN)=N1. Product: [F:10][C:11]1[CH:12]=[CH:13][C:14]([C:17]2[O:40][C:20]3=[N:21][C:22]([NH:34][CH2:35][C:36]([F:37])([F:38])[F:39])=[C:23]([C:25]4[CH:33]=[CH:32][CH:31]=[C:27]([C:28](=[O:29])[NH:60][C:55]([C:54]5[N:59]=[C:58]([CH3:57])[O:52][N:53]=5)([CH3:56])[CH3:1])[CH:26]=4)[CH:24]=[C:19]3[C:18]=2[C:41]([NH:42][CH3:43])=[O:44])=[CH:15][CH:16]=1. The catalyst class is: 121. (8) Reactant: [CH:1]1[CH:6]=[CH:5][C:4]([CH:7]([S:14]([CH2:16][C:17]([OH:19])=O)=[O:15])[C:8]2[CH:13]=[CH:12][CH:11]=[CH:10][CH:9]=2)=[CH:3][CH:2]=1.Cl.[NH4+:21].[OH-]. Product: [CH:1]1[CH:6]=[CH:5][C:4]([CH:7]([S+:14]([O-:15])[CH2:16][C:17]([NH2:21])=[O:19])[C:8]2[CH:13]=[CH:12][CH:11]=[CH:10][CH:9]=2)=[CH:3][CH:2]=1. The catalyst class is: 5. (9) Product: [NH2:21][C:13]1[C:14]([C:16]([O:18][CH2:19][CH3:20])=[O:17])=[N:15][C:10]([N:7]2[C:6]3[CH:31]=[C:2]([F:1])[CH:3]=[CH:4][C:5]=3[N:9]=[CH:8]2)=[N:11][C:12]=1[NH:24][CH:25]1[CH2:26][CH2:27][O:28][CH2:29][CH2:30]1. Reactant: [F:1][C:2]1[CH:3]=[CH:4][C:5]2[N:9]=[CH:8][N:7]([C:10]3[N:15]=[C:14]([C:16]([O:18][CH2:19][CH3:20])=[O:17])[C:13]([N+:21]([O-])=O)=[C:12]([NH:24][CH:25]4[CH2:30][CH2:29][O:28][CH2:27][CH2:26]4)[N:11]=3)[C:6]=2[CH:31]=1.[H][H]. The catalyst class is: 29.